Dataset: Reaction yield outcomes from USPTO patents with 853,638 reactions. Task: Predict the reaction yield, written as a fraction of the theoretical maximum amount of product (1.0 means a 100% yield; for example, 0.34 means a 34% yield). (1) The reactants are [OH:1][C:2]1[C:10]2[N:9]=[C:8]([C:11]3[CH:16]=[CH:15][CH:14]=[CH:13][CH:12]=3)[NH:7][C:6]=2[C:5]([C:17]([OH:19])=O)=[CH:4][CH:3]=1.[NH2:20][CH2:21][CH:22]1[CH2:27][CH2:26][CH2:25][CH2:24][N:23]1C(OC(C)(C)C)=O. No catalyst specified. The product is [OH:1][C:2]1[C:10]2[N:9]=[C:8]([C:11]3[CH:12]=[CH:13][CH:14]=[CH:15][CH:16]=3)[NH:7][C:6]=2[C:5]([C:17]([NH:20][CH2:21][CH:22]2[CH2:27][CH2:26][CH2:25][CH2:24][NH:23]2)=[O:19])=[CH:4][CH:3]=1. The yield is 0.230. (2) The reactants are I[C:2]1[C:3]([CH3:11])=[C:4]([CH:8]=[CH:9][CH:10]=1)[C:5]([OH:7])=[O:6].[B:12]1([B:12]2[O:16][C:15]([CH3:18])([CH3:17])[C:14]([CH3:20])([CH3:19])[O:13]2)[O:16][C:15]([CH3:18])([CH3:17])[C:14]([CH3:20])([CH3:19])[O:13]1.C([O-])(=O)C.[K+].CS(C)=O. The catalyst is C1C=CC(P(C2C=CC=CC=2)[C-]2C=CC=C2)=CC=1.C1C=CC(P(C2C=CC=CC=2)[C-]2C=CC=C2)=CC=1.Cl[Pd]Cl.[Fe+2].ClCCl.O. The product is [CH3:11][C:3]1[C:2]([B:12]2[O:16][C:15]([CH3:18])([CH3:17])[C:14]([CH3:20])([CH3:19])[O:13]2)=[CH:10][CH:9]=[CH:8][C:4]=1[C:5]([OH:7])=[O:6]. The yield is 0.550. (3) The reactants are [H-].[Na+].[CH:3]([C:6]1[CH:11]=[CH:10][CH:9]=[CH:8][C:7]=1[OH:12])([CH3:5])[CH3:4].[CH3:13][O:14][CH2:15][CH2:16][O:17][CH2:18]Cl. The catalyst is O1CCCC1. The product is [CH:3]([C:6]1[CH:11]=[CH:10][CH:9]=[CH:8][C:7]=1[O:12][CH2:13][O:14][CH2:15][CH2:16][O:17][CH3:18])([CH3:5])[CH3:4]. The yield is 0.808. (4) The reactants are [CH3:1][C:2]([CH3:4])=[O:3].S(=O)(=O)(O)O.[O:10]=[C:11]1[O:17][C@H:16]([C@H:18]([CH2:20]O)[OH:19])[C:14]([OH:15])=[C:12]1[OH:13]. No catalyst specified. The product is [CH3:1][C:2]1([CH3:4])[O:19][CH:18]([CH:16]2[O:17][C:11](=[O:10])[C:12]([OH:13])=[C:14]2[OH:15])[CH2:20][O:3]1. The yield is 0.867. (5) The reactants are [OH-].[Na+].[Br:3][C:4]1[C:5]([CH2:13][N:14]2[C:18]([CH3:19])=[C:17]([N+:20]([O-:22])=[O:21])[C:16]([C:23]([O:25]CC)=[O:24])=[N:15]2)=[CH:6][C:7]2[O:11][CH2:10][O:9][C:8]=2[CH:12]=1.O.Cl. The catalyst is CO. The product is [Br:3][C:4]1[C:5]([CH2:13][N:14]2[C:18]([CH3:19])=[C:17]([N+:20]([O-:22])=[O:21])[C:16]([C:23]([OH:25])=[O:24])=[N:15]2)=[CH:6][C:7]2[O:11][CH2:10][O:9][C:8]=2[CH:12]=1. The yield is 0.550.